From a dataset of Catalyst prediction with 721,799 reactions and 888 catalyst types from USPTO. Predict which catalyst facilitates the given reaction. (1) Reactant: N1CCCC1.[C:6]([O:10]CC)(=[O:9])[C:7]#[CH:8].C(N(CC)CC)C.[OH:20][N:21]=[C:22](Cl)[C:23]1[CH:28]=[CH:27][C:26]([O:29][CH3:30])=[CH:25][CH:24]=1. Product: [CH3:30][O:29][C:26]1[CH:27]=[CH:28][C:23]([C:22]2[C:7]([C:6]([OH:10])=[O:9])=[CH:8][O:20][N:21]=2)=[CH:24][CH:25]=1. The catalyst class is: 27. (2) Reactant: [Cl:1][C:2]1[N:10]=[C:9]2[C:5]([N:6]=[CH:7][N:8]2[C@@H:11]2[CH2:15][C@H:14]([NH:16][C:17](=[O:20])[CH2:18][CH3:19])[C@@H:13]([OH:21])[C@H:12]2[OH:22])=[C:4]([NH:23][CH2:24][CH:25]([C:32]2[CH:37]=[CH:36][CH:35]=[CH:34][CH:33]=2)[C:26]2[CH:31]=[CH:30][CH:29]=[CH:28][CH:27]=2)[N:3]=1.CO[C:40](OC)([CH3:42])[CH3:41].C1(C)C=CC(S(O)(=O)=O)=CC=1. Product: [Cl:1][C:2]1[N:10]=[C:9]2[C:5]([N:6]=[CH:7][N:8]2[C@H:11]2[C@@H:12]3[O:22][C:40]([CH3:42])([CH3:41])[O:21][C@@H:13]3[C@@H:14]([NH:16][C:17](=[O:20])[CH2:18][CH3:19])[CH2:15]2)=[C:4]([NH:23][CH2:24][CH:25]([C:32]2[CH:33]=[CH:34][CH:35]=[CH:36][CH:37]=2)[C:26]2[CH:27]=[CH:28][CH:29]=[CH:30][CH:31]=2)[N:3]=1. The catalyst class is: 21. (3) Reactant: [CH3:1][C:2]1[N:11]=[C:10]([C:12]([F:15])([F:14])[F:13])[CH:9]=[CH:8][C:3]=1[C:4](OC)=[O:5].[H-].[Al+3].[Li+].[H-].[H-].[H-].[C@H](O)(C([O-])=O)[C@@H](O)C([O-])=O.[Na+].[K+].CCOC(C)=O. Product: [CH3:1][C:2]1[C:3]([CH2:4][OH:5])=[CH:8][CH:9]=[C:10]([C:12]([F:14])([F:13])[F:15])[N:11]=1. The catalyst class is: 20. (4) Reactant: [OH:1][C:2]1[CH:3]=[C:4]2[C:8](=[CH:9][CH:10]=1)[C:7](=[O:11])[CH2:6][CH2:5]2.[CH2:12](O)[C:13]1[CH:18]=[CH:17][CH:16]=[CH:15][CH:14]=1.C(P(CCCC)CCCC)CCC. Product: [C:13]1([CH2:12][O:1][C:2]2[CH:3]=[C:4]3[C:8](=[CH:9][CH:10]=2)[C:7](=[O:11])[CH2:6][CH2:5]3)[CH:18]=[CH:17][CH:16]=[CH:15][CH:14]=1. The catalyst class is: 7. (5) Reactant: C([Li])CCC.Br[C:7]1[CH:8]=[CH:9][C:10]([O:15][CH3:16])=[C:11]([CH:14]=1)[C:12]#[N:13].C([O:20][B:21](OC(C)C)[O:22]C(C)C)(C)C.Cl. Product: [C:12]([C:11]1[CH:14]=[C:7]([B:21]([OH:22])[OH:20])[CH:8]=[CH:9][C:10]=1[O:15][CH3:16])#[N:13]. The catalyst class is: 7.